From a dataset of Forward reaction prediction with 1.9M reactions from USPTO patents (1976-2016). Predict the product of the given reaction. (1) Given the reactants [OH:1][C:2]([C@H:5]1[CH2:9][CH2:8][NH:7][C@H:6]1[CH3:10])([CH3:4])[CH3:3].[Cl:11][C:12]1[CH:19]=[C:18](F)[CH:17]=[CH:16][C:13]=1[C:14]#[N:15], predict the reaction product. The product is: [Cl:11][C:12]1[CH:19]=[C:18]([N:7]2[CH2:8][CH2:9][C@H:5]([C:2]([OH:1])([CH3:4])[CH3:3])[C@@H:6]2[CH3:10])[CH:17]=[CH:16][C:13]=1[C:14]#[N:15]. (2) Given the reactants [NH:1]1[CH2:6][CH2:5][O:4][CH:3]([CH:7]([C:17]2[CH:22]=[CH:21][CH:20]=[CH:19][CH:18]=2)[O:8][C:9]2[CH:14]=[CH:13][CH:12]=[CH:11][C:10]=2[CH2:15][OH:16])[CH2:2]1.[OH-].[Na+].[C:25](O[C:25]([O:27][C:28]([CH3:31])([CH3:30])[CH3:29])=[O:26])([O:27][C:28]([CH3:31])([CH3:30])[CH3:29])=[O:26], predict the reaction product. The product is: [C:28]([O:27][C:25]([N:1]1[CH2:6][CH2:5][O:4][CH:3]([CH:7]([O:8][C:9]2[CH:14]=[CH:13][CH:12]=[CH:11][C:10]=2[CH2:15][OH:16])[C:17]2[CH:22]=[CH:21][CH:20]=[CH:19][CH:18]=2)[CH2:2]1)=[O:26])([CH3:31])([CH3:30])[CH3:29].